Regression. Given two drug SMILES strings and cell line genomic features, predict the synergy score measuring deviation from expected non-interaction effect. From a dataset of NCI-60 drug combinations with 297,098 pairs across 59 cell lines. (1) Drug 1: C1=CC(=CC=C1CC(C(=O)O)N)N(CCCl)CCCl.Cl. Drug 2: C1CCC(C(C1)N)N.C(=O)(C(=O)[O-])[O-].[Pt+4]. Cell line: 786-0. Synergy scores: CSS=37.2, Synergy_ZIP=-3.47, Synergy_Bliss=2.49, Synergy_Loewe=-5.57, Synergy_HSA=3.80. (2) Drug 1: C1C(C(OC1N2C=NC3=C(N=C(N=C32)Cl)N)CO)O. Drug 2: CCN(CC)CCCC(C)NC1=C2C=C(C=CC2=NC3=C1C=CC(=C3)Cl)OC. Cell line: K-562. Synergy scores: CSS=42.3, Synergy_ZIP=-0.764, Synergy_Bliss=-2.05, Synergy_Loewe=-14.3, Synergy_HSA=-1.97.